This data is from Reaction yield outcomes from USPTO patents with 853,638 reactions. The task is: Predict the reaction yield, written as a fraction of the theoretical maximum amount of product (1.0 means a 100% yield; for example, 0.34 means a 34% yield). (1) The reactants are [CH:1]([C:4]1[N:5]=[C:6](/[CH:9]=[CH:10]/[C:11]2[CH:40]=[CH:39][N:14]3[C:15](=[O:38])[C:16](/[CH:29]=[CH:30]/[C:31]([O:33]C(C)(C)C)=[O:32])=[C:17]([N:19]4[CH2:24][CH2:23][CH2:22][CH:21]([C:25]([NH:27][CH3:28])=[O:26])[CH2:20]4)[N:18]=[C:13]3[CH:12]=2)[S:7][CH:8]=1)([CH3:3])[CH3:2].FC(F)(F)C(O)=O. No catalyst specified. The product is [CH:1]([C:4]1[N:5]=[C:6](/[CH:9]=[CH:10]/[C:11]2[CH:40]=[CH:39][N:14]3[C:15](=[O:38])[C:16](/[CH:29]=[CH:30]/[C:31]([OH:33])=[O:32])=[C:17]([N:19]4[CH2:24][CH2:23][CH2:22][CH:21]([C:25]([NH:27][CH3:28])=[O:26])[CH2:20]4)[N:18]=[C:13]3[CH:12]=2)[S:7][CH:8]=1)([CH3:3])[CH3:2]. The yield is 0.280. (2) The reactants are C(O)(=O)C.[N:5]1[CH:10]=[CH:9][C:8]([C:11]([CH3:23])=[CH:12][C:13]([O:15]CC2C=CC=CC=2)=[O:14])=[CH:7][CH:6]=1. The catalyst is CO. The product is [N:5]1[CH:10]=[CH:9][C:8]([CH:11]([CH3:23])[CH2:12][C:13]([OH:15])=[O:14])=[CH:7][CH:6]=1. The yield is 0.600. (3) The reactants are Br[C:2]1[CH:11]=[CH:10][C:5]([C:6]([O:8][CH3:9])=[O:7])=[CH:4][C:3]=1[O:12][CH2:13][CH3:14].CC1(C)C(C)(C)OB([C:23]2[CH:24]=[N:25][N:26](C(OC(C)(C)C)=O)[CH:27]=2)O1.[O-]P([O-])([O-])=O.[K+].[K+].[K+]. The catalyst is O1CCOCC1.O.CCOC(C)=O. The product is [CH2:13]([O:12][C:3]1[CH:4]=[C:5]([CH:10]=[CH:11][C:2]=1[C:23]1[CH:24]=[N:25][NH:26][CH:27]=1)[C:6]([O:8][CH3:9])=[O:7])[CH3:14]. The yield is 0.920. (4) The reactants are [Cl:1][C:2]1[N:11]=[CH:10][C:9]2[NH:8][CH2:7][CH:6]3[CH2:12][O:13][CH2:14][CH2:15][N:5]3[C:4]=2[N:3]=1.[CH3:16][C:17]([CH3:20])([O-])[CH3:18].[Na+].BrCC1CC1. The catalyst is CS(C)=O. The product is [Cl:1][C:2]1[N:11]=[CH:10][C:9]2[N:8]([CH2:16][CH:17]3[CH2:20][CH2:18]3)[CH2:7][CH:6]3[CH2:12][O:13][CH2:14][CH2:15][N:5]3[C:4]=2[N:3]=1. The yield is 0.400. (5) The reactants are [OH:1][C:2]1[CH:7]=[CH:6][C:5]([N:8]2[C:13](=[O:14])[C:12]([CH2:15][C:16]3[CH:21]=[CH:20][C:19]([C:22]4[C:23]([C:28]#[N:29])=[CH:24][CH:25]=[CH:26][CH:27]=4)=[CH:18][CH:17]=3)=[C:11]([CH2:30][CH2:31][CH3:32])[N:10]=[C:9]2[CH3:33])=[CH:4][CH:3]=1.[F:34][CH2:35][CH:36](O)[CH3:37].C1(P(C2C=CC=CC=2)C2C=CC=CC=2)C=CC=CC=1.[N:59]([C:60]([O:62]C(C)C)=[O:61])=[N:59][C:60]([O:62]C(C)C)=[O:61]. The catalyst is O1CCCC1.O.C(OCC)(=O)C. The product is [F:34][CH2:35][CH:36]([CH3:37])[O:1][C:2]1[CH:3]=[CH:4][C:5]([N:8]2[C:13](=[O:14])[C:12]([CH2:15][C:16]3[CH:21]=[CH:20][C:19]([C:22]4[CH:27]=[CH:26][CH:25]=[CH:24][C:23]=4[C:28]4[NH:59][C:60](=[O:61])[O:62][N:29]=4)=[CH:18][CH:17]=3)=[C:11]([CH2:30][CH2:31][CH3:32])[N:10]=[C:9]2[CH3:33])=[CH:6][CH:7]=1. The yield is 0.570. (6) The reactants are [O:1]=[C:2]1[C:11]2[CH:10]=[CH:9][CH:8]=[C:7]3[NH:12][CH:13]([C:21]4[CH:22]=[C:23]([CH:26]=[CH:27][CH:28]=4)[CH:24]=O)[CH:14]([C:15]4[CH:20]=[CH:19][CH:18]=[CH:17][CH:16]=4)[C:5]([C:6]=23)=[N:4][NH:3]1.[NH:29]1[CH2:34][CH2:33][O:32][CH2:31][CH2:30]1.C(O)(=O)C.C(O[BH-](OC(=O)C)OC(=O)C)(=O)C.[Na+]. The catalyst is CO. The product is [O:32]1[CH2:33][CH2:34][N:29]([CH2:24][C:23]2[CH:22]=[C:21]([CH:13]3[NH:12][C:7]4[C:6]5[C:5](=[N:4][NH:3][C:2](=[O:1])[C:11]=5[CH:10]=[CH:9][CH:8]=4)[CH:14]3[C:15]3[CH:20]=[CH:19][CH:18]=[CH:17][CH:16]=3)[CH:28]=[CH:27][CH:26]=2)[CH2:30][CH2:31]1. The yield is 0.660. (7) The reactants are [CH3:1][O:2][C:3](=[O:12])[C:4]1[CH:9]=[CH:8][C:7]([CH:10]=O)=[CH:6][CH:5]=1.[CH3:13][N:14]1[CH2:19][CH2:18][NH:17][CH2:16][CH2:15]1.[H][H]. The catalyst is CO.[Pt]. The product is [CH3:1][O:2][C:3](=[O:12])[C:4]1[CH:9]=[CH:8][C:7]([CH2:10][N:17]2[CH2:18][CH2:19][N:14]([CH3:13])[CH2:15][CH2:16]2)=[CH:6][CH:5]=1. The yield is 0.850. (8) The reactants are [CH3:1][O:2][C:3]1[CH:4]=[C:5]([CH:7]=[CH:8][CH:9]=1)[NH2:6].[CH3:10][C:11]([CH3:18])([CH3:17])[C:12](=O)[C:13]([OH:15])=[O:14].C(O)(=O)C.[B-]C#N.[Na+]. The catalyst is CO.O. The product is [CH3:1][O:2][C:3]1[CH:4]=[C:5]([NH:6][CH:12]([C:11]([CH3:18])([CH3:17])[CH3:10])[C:13]([OH:15])=[O:14])[CH:7]=[CH:8][CH:9]=1. The yield is 0.160.